Task: Predict the reactants needed to synthesize the given product.. Dataset: Full USPTO retrosynthesis dataset with 1.9M reactions from patents (1976-2016) (1) Given the product [N:15]([C:7]1[C:8]([NH2:13])=[N:9][C:10]([NH2:12])=[N:11][C:6]=1[O:5][CH2:4][CH:3]([CH3:19])[CH2:2][CH3:14])=[O:17], predict the reactants needed to synthesize it. The reactants are: C[CH:2]([CH3:14])[CH2:3][CH2:4][O:5][C:6]1[N:11]=[C:10]([NH2:12])[N:9]=[C:8]([NH2:13])[CH:7]=1.[N:15]([O-:17])=O.[Na+].[C:19](O)(=O)C. (2) Given the product [OH:1][C@@H:2]([CH2:8][CH2:9][CH3:10])[CH2:3][C:4]([O:6][CH3:7])=[O:5], predict the reactants needed to synthesize it. The reactants are: [O:1]=[C:2]([CH2:8][CH2:9][CH3:10])[CH2:3][C:4]([O:6][CH3:7])=[O:5]. (3) Given the product [CH3:15][C:14]([CH3:16])([CH2:41][C:40]1[CH:43]=[CH:44][CH:45]=[C:38]([O:37][CH2:30][C:31]2[CH:36]=[CH:35][CH:34]=[CH:33][CH:32]=2)[CH:39]=1)[C:13]([OH:18])=[O:17], predict the reactants needed to synthesize it. The reactants are: C(NC(C)C)(C)C.[Li]CCCC.[C:13]([OH:18])(=[O:17])[CH:14]([CH3:16])[CH3:15].CN(P(N(C)C)(N(C)C)=O)C.[CH2:30]([O:37][C:38]1[CH:39]=[C:40]([CH:43]=[CH:44][CH:45]=1)[CH2:41]Cl)[C:31]1[CH:36]=[CH:35][CH:34]=[CH:33][CH:32]=1.Cl. (4) Given the product [CH2:33]([S:32][C:28]([O:29][CH2:30][O:7][C:6](=[O:8])[CH2:5][C:1]([CH3:4])([CH3:3])[CH3:2])=[O:35])[CH3:34], predict the reactants needed to synthesize it. The reactants are: [C:1]([CH2:5][C:6]([OH:8])=[O:7])([CH3:4])([CH3:3])[CH3:2].[OH-].C([N+](CCCC)(CCCC)CCCC)CCC.O.[C:28](=[O:35])([S:32][CH2:33][CH3:34])[O:29][CH2:30]Cl. (5) Given the product [C:1]([C:5]1[CH:10]=[CH:9][C:8]([C:18]#[N:19])=[C:7]([OH:23])[CH:6]=1)([CH3:4])([CH3:3])[CH3:2], predict the reactants needed to synthesize it. The reactants are: [C:1]([C:5]1[CH:10]=[CH:9][CH:8]=[CH:7][C:6]=1O)([CH3:4])([CH3:3])[CH3:2].B(Cl)(Cl)Cl.ClC(Cl)(Cl)[C:18]#[N:19].C(=O)([O-])[O-:23].[K+].[K+]. (6) Given the product [ClH:4].[ClH:34].[ClH:1].[Cl:34][C:14]1[CH:5]=[C:6]2[C:11](=[C:12]([Cl:15])[CH:13]=1)[CH:10]=[N:9][C:8]([C:16]1[C:17]([NH2:33])=[N:18][CH:19]=[C:20]([C:22]3[CH:23]=[N:24][N:25]([CH:27]4[CH2:32][CH2:31][NH:30][CH2:29][CH2:28]4)[CH:26]=3)[CH:21]=1)=[CH:7]2, predict the reactants needed to synthesize it. The reactants are: [ClH:1].Cl.Cl.[Cl:4][C:5]1[CH:14]=[CH:13][C:12]([Cl:15])=[C:11]2[C:6]=1[CH:7]=[C:8]([C:16]1[C:17]([NH2:33])=[N:18][CH:19]=[C:20]([C:22]3[CH:23]=[N:24][N:25]([CH:27]4[CH2:32][CH2:31][NH:30][CH2:29][CH2:28]4)[CH:26]=3)[CH:21]=1)[N:9]=[CH:10]2.[Cl:34]C1C=C2C(=C(Cl)C=1)C=NC(OS(C(F)(F)F)(=O)=O)=C2. (7) Given the product [OH:9][C:10]1[C:11]([C:21]([O:23][CH3:24])=[O:22])=[N:12][C:13]([O:20][S:32]([C:35]([F:38])([F:37])[F:36])(=[O:33])=[O:31])=[C:14]2[C:19]=1[N:18]=[CH:17][CH:16]=[CH:15]2, predict the reactants needed to synthesize it. The reactants are: C([O:9][C:10]1[C:19]2[N:18]=[CH:17][CH:16]=[CH:15][C:14]=2[C:13](=[O:20])[NH:12][C:11]=1[C:21]([O:23][CH3:24])=[O:22])(=O)C1C=CC=CC=1.N1C=CC=CC=1.[O:31](S(C(F)(F)F)(=O)=O)[S:32]([C:35]([F:38])([F:37])[F:36])(=O)=[O:33].